Dataset: Full USPTO retrosynthesis dataset with 1.9M reactions from patents (1976-2016). Task: Predict the reactants needed to synthesize the given product. Given the product [F:1][C:2]([F:12])([F:13])[C:3]1[CH:4]=[C:5]([NH:9][C:10]([NH:19][C:18]2[CH:20]=[CH:21][CH:22]=[C:16]([C:15]([F:14])([F:23])[F:24])[CH:17]=2)=[O:11])[CH:6]=[CH:7][CH:8]=1, predict the reactants needed to synthesize it. The reactants are: [F:1][C:2]([F:13])([F:12])[C:3]1[CH:8]=[CH:7][CH:6]=[C:5]([N:9]=[C:10]=[O:11])[CH:4]=1.[F:14][C:15]([F:24])([F:23])[C:16]1[CH:17]=[C:18]([CH:20]=[CH:21][CH:22]=1)[NH2:19].